Task: Regression. Given a peptide amino acid sequence and an MHC pseudo amino acid sequence, predict their binding affinity value. This is MHC class I binding data.. Dataset: Peptide-MHC class I binding affinity with 185,985 pairs from IEDB/IMGT (1) The peptide sequence is MTTEDMLTV. The MHC is HLA-A01:01 with pseudo-sequence HLA-A01:01. The binding affinity (normalized) is 0.225. (2) The peptide sequence is FLGRIWPS. The MHC is HLA-A02:11 with pseudo-sequence HLA-A02:11. The binding affinity (normalized) is 1.00.